From a dataset of Forward reaction prediction with 1.9M reactions from USPTO patents (1976-2016). Predict the product of the given reaction. Given the reactants [N+:1]([C:4]1[CH:5]=[C:6]([CH2:14][OH:15])[CH:7]=[C:8]([C:10]([F:13])([F:12])[F:11])[CH:9]=1)([O-:3])=[O:2].[CH3:16]C(C)([O-])C.[K+].CI, predict the reaction product. The product is: [CH3:16][O:15][CH2:14][C:6]1[CH:7]=[C:8]([C:10]([F:11])([F:12])[F:13])[CH:9]=[C:4]([N+:1]([O-:3])=[O:2])[CH:5]=1.